Dataset: Forward reaction prediction with 1.9M reactions from USPTO patents (1976-2016). Task: Predict the product of the given reaction. (1) Given the reactants [F:1][C:2]([F:17])([C:13]([F:16])([F:15])[F:14])[CH2:3][CH2:4][CH2:5][S:6]([CH2:9][CH2:10][CH2:11]Cl)(=[O:8])=[O:7].[NH2:18][CH2:19][C:20]([CH3:23])([OH:22])[CH3:21], predict the reaction product. The product is: [CH3:21][C:20]([OH:22])([CH3:23])[CH2:19][NH:18][CH2:11][CH2:10][CH2:9][S:6]([CH2:5][CH2:4][CH2:3][C:2]([F:17])([F:1])[C:13]([F:16])([F:15])[F:14])(=[O:8])=[O:7]. (2) Given the reactants [Cl:1][C:2]1[CH:7]=[CH:6][C:5]([NH:8]C(=O)C(C)(C)C)=[C:4]([C:15]([C:17]2[CH:18]=[N:19][CH:20]=[CH:21][CH:22]=2)=[O:16])[CH:3]=1.[OH-].[Na+], predict the reaction product. The product is: [NH2:8][C:5]1[CH:6]=[CH:7][C:2]([Cl:1])=[CH:3][C:4]=1[C:15]([C:17]1[CH:18]=[N:19][CH:20]=[CH:21][CH:22]=1)=[O:16]. (3) Given the reactants C(O)(C(F)(F)F)=O.[F:8][CH:9]([F:40])[N:10]1[C:14]2[C:15]([O:31][C@@H:32]([C@H:34]3[CH2:38][NH:37][C:36](=[O:39])[CH2:35]3)[CH3:33])=[N:16][C:17]([C:19]3[CH:24]=[CH:23][C:22]([N:25]4[CH2:30][CH2:29][NH:28][CH2:27][CH2:26]4)=[CH:21][CH:20]=3)=[CH:18][C:13]=2[N:12]=[CH:11]1.CCN(C(C)C)C(C)C.[O:50]1[CH2:53][C:52](=O)[CH2:51]1.C(O[BH-](OC(=O)C)OC(=O)C)(=O)C.[Na+], predict the reaction product. The product is: [F:40][CH:9]([F:8])[N:10]1[C:14]2[C:15]([O:31][C@@H:32]([C@H:34]3[CH2:38][NH:37][C:36](=[O:39])[CH2:35]3)[CH3:33])=[N:16][C:17]([C:19]3[CH:24]=[CH:23][C:22]([N:25]4[CH2:30][CH2:29][N:28]([CH:52]5[CH2:53][O:50][CH2:51]5)[CH2:27][CH2:26]4)=[CH:21][CH:20]=3)=[CH:18][C:13]=2[N:12]=[CH:11]1. (4) The product is: [Si:1]([O:8][C@H:9]1[CH2:13][CH2:12][N:11]([CH2:14][C@H:15]([C:18]2[CH:19]=[C:20]([CH:29]=[CH:30][CH:31]=2)[C:21]([NH:23][CH2:24][C:25]([F:27])([F:28])[F:26])=[O:22])[N:16]([CH3:17])[C:43](=[O:45])[CH2:42][C:37]2[CH:36]=[C:35]3[C:40]([CH2:41][C:33](=[O:32])[NH:34]3)=[CH:39][CH:38]=2)[CH2:10]1)([C:4]([CH3:6])([CH3:7])[CH3:5])([CH3:3])[CH3:2]. Given the reactants [Si:1]([O:8][C@H:9]1[CH2:13][CH2:12][N:11]([CH2:14][C@H:15]([C:18]2[CH:19]=[C:20]([CH:29]=[CH:30][CH:31]=2)[C:21]([NH:23][CH2:24][C:25]([F:28])([F:27])[F:26])=[O:22])[NH:16][CH3:17])[CH2:10]1)([C:4]([CH3:7])([CH3:6])[CH3:5])([CH3:3])[CH3:2].[O:32]=[C:33]1[CH2:41][C:40]2[C:35](=[CH:36][C:37]([CH2:42][C:43]([OH:45])=O)=[CH:38][CH:39]=2)[NH:34]1.C1C=CC2N(O)N=NC=2C=1.CCN=C=NCCCN(C)C, predict the reaction product. (5) Given the reactants [F:1][C:2]1[CH:3]=[C:4]([N+:9]([O-:11])=[O:10])[CH:5]=[CH:6][C:7]=1F.CCN(CC)CC.[CH2:19]([NH2:25])[CH2:20][CH2:21][CH2:22][CH2:23][CH3:24], predict the reaction product. The product is: [F:1][C:2]1[CH:3]=[C:4]([N+:9]([O-:11])=[O:10])[CH:5]=[CH:6][C:7]=1[NH:25][CH2:19][CH2:20][CH2:21][CH2:22][CH2:23][CH3:24]. (6) Given the reactants COC[O:4][C:5]1[CH:6]=[N:7][CH:8]=[CH:9][C:10]=1[CH2:11][CH2:12][CH2:13][OH:14].C1(P(C2C=CC=CC=2)C2C=CC=CC=2)C=CC=CC=1.N(C(OC(C)C)=O)=NC(OC(C)C)=O.[Br:48][C:49]1[CH:50]=[C:51]([S:55][C:56]2[C:61](O)=[CH:60][CH:59]=[CH:58][N:57]=2)[CH:52]=[CH:53][CH:54]=1, predict the reaction product. The product is: [Br:48][C:49]1[CH:50]=[C:51]([S:55][C:56]2[C:61]([O:14][CH2:13][CH2:12][CH2:11][C:10]3[CH:9]=[CH:8][N:7]=[CH:6][C:5]=3[OH:4])=[CH:60][CH:59]=[CH:58][N:57]=2)[CH:52]=[CH:53][CH:54]=1. (7) Given the reactants Br[C:2]1[S:6][C:5]([NH:7][CH2:8][C@@H:9]([NH:20][C:21](=[O:27])[O:22][C:23]([CH3:26])([CH3:25])[CH3:24])[CH2:10][N:11]2[CH:15]=[C:14]([C:16]([F:19])([F:18])[F:17])[N:13]=[CH:12]2)=[N:4][CH:3]=1.C([O-])([O-])=O.[Na+].[Na+].C(OC(N[C@@H](CC1C=NC(C(F)(F)F)=CC=1)CN(C1SC([C:57]2[CH:58]=[C:59]3[C:64](=[CH:65][CH:66]=2)[CH:63]=[N:62][C:61]([F:67])=[CH:60]3)=CN=1)C(=O)OC(C)(C)C)=O)(C)(C)C.O1CCOCC1, predict the reaction product. The product is: [F:67][C:61]1[N:62]=[CH:63][C:64]2[C:59]([CH:60]=1)=[CH:58][C:57]([C:2]1[S:6][C:5]([NH:7][CH2:8][C@@H:9]([NH:20][C:21](=[O:27])[O:22][C:23]([CH3:26])([CH3:25])[CH3:24])[CH2:10][N:11]3[CH:15]=[C:14]([C:16]([F:19])([F:18])[F:17])[N:13]=[CH:12]3)=[N:4][CH:3]=1)=[CH:66][CH:65]=2.